This data is from Full USPTO retrosynthesis dataset with 1.9M reactions from patents (1976-2016). The task is: Predict the reactants needed to synthesize the given product. The reactants are: [O:1]=[C:2]([CH3:13])[CH2:3][C:4]([NH:6][C:7]1[CH:12]=[CH:11][CH:10]=[CH:9][CH:8]=1)=[O:5].[Br:14]Br. Given the product [Br:14][CH2:13][C:2](=[O:1])[CH2:3][C:4]([NH:6][C:7]1[CH:12]=[CH:11][CH:10]=[CH:9][CH:8]=1)=[O:5], predict the reactants needed to synthesize it.